This data is from Catalyst prediction with 721,799 reactions and 888 catalyst types from USPTO. The task is: Predict which catalyst facilitates the given reaction. (1) Reactant: B(Br)(Br)Br.C[O:6][C:7]1[CH:8]=[C:9]2[C:14](=[CH:15][CH:16]=1)[CH:13]=[C:12]([C:17]1[CH:18]=[C:19]([C:23]([O:25][CH3:26])=[O:24])[CH:20]=[N:21][CH:22]=1)[CH:11]=[CH:10]2. Product: [OH:6][C:7]1[CH:8]=[C:9]2[C:14](=[CH:15][CH:16]=1)[CH:13]=[C:12]([C:17]1[CH:18]=[C:19]([C:23]([O:25][CH3:26])=[O:24])[CH:20]=[N:21][CH:22]=1)[CH:11]=[CH:10]2. The catalyst class is: 4. (2) Reactant: [C:1]([C:5]1[CH:10]=[CH:9][CH:8]=[CH:7][CH:6]=1)#[C:2][CH2:3][CH3:4].[N+:11]([CH:14](C(OC)=O)[C:15]([O:17][CH3:18])=[O:16])([O-])=[O:12]. Product: [CH2:3]([C:2]1[C:14]([C:15]([O:17][CH3:18])=[O:16])=[N:11][O:12][C:1]=1[C:5]1[CH:10]=[CH:9][CH:8]=[CH:7][CH:6]=1)[CH3:4]. The catalyst class is: 728. (3) Reactant: [C:1]([O:4][CH:5]([C@@H:8]1[CH2:12][C:11](=[O:13])[C@H:10]([N:14]2[C:18]3[N:19]=[C:20]([NH2:24])[NH:21][C:22](=[O:23])[C:17]=3[S:16][C:15]2=[O:25])[O:9]1)[CH2:6][CH3:7])(=[O:3])[CH3:2].[H-].C(O[Al](OC(C)(C)C)OC(C)(C)C)(C)(C)C.[Li+]. Product: [C:1]([O:4][CH:5]([C@@H:8]1[CH2:12][C@H:11]([OH:13])[C@H:10]([N:14]2[C:18]3[N:19]=[C:20]([NH2:24])[NH:21][C:22](=[O:23])[C:17]=3[S:16][C:15]2=[O:25])[O:9]1)[CH2:6][CH3:7])(=[O:3])[CH3:2]. The catalyst class is: 1. (4) Reactant: [C:1]([OH:9])(=O)[C:2]1[CH:7]=[CH:6][CH:5]=[CH:4][CH:3]=1.[CH2:10]([N:12]([CH2:16][CH3:17])C(Cl)=O)[CH3:11].C(N(CCCC)CCCC)CCC. Product: [CH2:10]([N:12]([CH2:16][CH3:17])[C:1](=[O:9])[C:2]1[CH:3]=[CH:4][CH:5]=[CH:6][CH:7]=1)[CH3:11]. The catalyst class is: 6. (5) Reactant: [CH3:1][O:2][CH2:3][CH2:4][O:5][C:6]1[CH:7]=[C:8]2[C:20]([NH:21][C:22]3[CH:23]=[CH:24][CH:25]=[C:26]([C:28]#[CH:29])[CH:27]=3)=[N:19][CH:18]=[N:17][C:9]2=[CH:10][C:11]=1[O:12][CH2:13][CH2:14][O:15][CH3:16].[ClH:30]. Product: [CH3:1][O:2][CH2:3][CH2:4][O:5][C:6]1[CH:7]=[C:8]2[C:20]([NH:21][C:22]3[CH:23]=[CH:24][CH:25]=[C:26]([C:28]#[CH:29])[CH:27]=3)=[N:19][CH:18]=[N:17][C:9]2=[CH:10][C:11]=1[O:12][CH2:13][CH2:14][O:15][CH3:16].[ClH:30]. The catalyst class is: 16. (6) Reactant: [F:1][C:2]([F:9])([F:8])[C:3]([O:5]CC)=O.C[O-].[Na+].[S:13]1[CH:17]=[C:16]([C:18]2[CH:23]=[CH:22][C:21]([C:24](=[O:26])[CH3:25])=[CH:20][CH:19]=2)[N:15]=[CH:14]1.Cl. Product: [F:9][C:2]([F:1])([F:8])[C:3](=[O:5])[CH2:25][C:24]([C:21]1[CH:20]=[CH:19][C:18]([C:16]2[N:15]=[CH:14][S:13][CH:17]=2)=[CH:23][CH:22]=1)=[O:26]. The catalyst class is: 282. (7) The catalyst class is: 1. Reactant: [CH2:1]([O:3][C:4](=[O:21])[C:5]1[CH:10]=[C:9]([O:11][CH2:12][CH2:13][C:14]2[CH:19]=[CH:18][CH:17]=[C:16]([Cl:20])[CH:15]=2)[CH:8]=[N:7][CH:6]=1)[CH3:2].Cl[C:23]([O:25][C:26]1[CH:31]=[CH:30][CH:29]=[CH:28][CH:27]=1)=[O:24].[CH2:32]([Mg]Br)[CH3:33]. Product: [C:26]1([O:25][C:23]([N:7]2[CH:8]=[C:9]([O:11][CH2:12][CH2:13][C:14]3[CH:19]=[CH:18][CH:17]=[C:16]([Cl:20])[CH:15]=3)[CH:10]([CH2:32][CH3:33])[C:5]([C:4]([O:3][CH2:1][CH3:2])=[O:21])=[CH:6]2)=[O:24])[CH:31]=[CH:30][CH:29]=[CH:28][CH:27]=1. (8) Reactant: [OH:1][C:2]1[CH:7]=[CH:6][C:5]([C:8]2[N:9]=[C:10]([CH2:13][NH:14][CH2:15][CH2:16][C:17]([O:19]CC)=[O:18])[S:11][CH:12]=2)=[CH:4][CH:3]=1.[C:22]([C@H:26]1[CH2:31][CH2:30][C@H:29](O)[CH2:28][CH2:27]1)([CH3:25])([CH3:24])[CH3:23].[CH:33]1C=CC(P(C2C=CC=CC=2)C2C=CC=CC=2)=C[CH:34]=1.CC(OC(/N=N/C(OC(C)C)=O)=O)C. Product: [CH2:33]([CH:16]([CH2:15][NH:14][CH2:13][C:10]1[S:11][CH:12]=[C:8]([C:5]2[CH:4]=[CH:3][C:2]([O:1][C@H:29]3[CH2:30][CH2:31][C@H:26]([C:22]([CH3:25])([CH3:24])[CH3:23])[CH2:27][CH2:28]3)=[CH:7][CH:6]=2)[N:9]=1)[C:17]([OH:19])=[O:18])[CH3:34]. The catalyst class is: 1. (9) The catalyst class is: 5. Reactant: C(OC([NH:8][CH2:9][CH2:10][CH2:11][N:12]1[C:16]2[CH:17]=[C:18]([C:21]([OH:23])=[O:22])[CH:19]=[CH:20][C:15]=2[N:14]=[C:13]1[C:24](OC)([O:27]C)[O:25][CH3:26])=O)(C)(C)C.[ClH:31]. Product: [ClH:31].[NH2:8][CH2:9][CH2:10][CH2:11][N:12]1[C:16]2[CH:17]=[C:18]([C:21]([OH:23])=[O:22])[CH:19]=[CH:20][C:15]=2[N:14]=[C:13]1[C:24]([O:25][CH3:26])=[O:27].